Predict the product of the given reaction. From a dataset of Forward reaction prediction with 1.9M reactions from USPTO patents (1976-2016). (1) The product is: [CH3:24][N:23]([CH3:25])[C:21]1[C:20]2[C:15](=[CH:16][CH:17]=[CH:18][CH:19]=2)[N:14]=[C:13]([NH:12][C@@H:9]2[CH2:8][CH2:7][C@H:6]([C:4]([OH:5])=[O:3])[CH2:11][CH2:10]2)[N:22]=1. Given the reactants C([O:3][C:4]([C@H:6]1[CH2:11][CH2:10][C@@H:9]([NH:12][C:13]2[N:22]=[C:21]([N:23]([CH3:25])[CH3:24])[C:20]3[C:15](=[CH:16][CH:17]=[CH:18][CH:19]=3)[N:14]=2)[CH2:8][CH2:7]1)=[O:5])C, predict the reaction product. (2) Given the reactants C([O:8][C:9]1[CH:14]=[CH:13][C:12]([C@@H:15]2[CH2:20][CH2:19][N:18]([C:21]([O:23][C:24]([CH3:27])([CH3:26])[CH3:25])=[O:22])[CH2:17][C@H:16]2[OH:28])=[CH:11][CH:10]=1)C1C=CC=CC=1.[H][H], predict the reaction product. The product is: [OH:28][C@H:16]1[C@H:15]([C:12]2[CH:11]=[CH:10][C:9]([OH:8])=[CH:14][CH:13]=2)[CH2:20][CH2:19][N:18]([C:21]([O:23][C:24]([CH3:27])([CH3:26])[CH3:25])=[O:22])[CH2:17]1. (3) The product is: [ClH:1].[F:24][C:20]1[CH:19]=[C:18]([CH:23]=[CH:22][CH:21]=1)[CH2:17][NH:16][C:14]1[N:13]([CH3:25])[C:12]2[CH:26]=[CH:27][C:9]([N:8]([C:6]3[CH:5]=[CH:4][N:3]=[C:2]([NH:38][C:37]4[CH:39]=[CH:40][C:34]([CH2:33][S:30]([CH3:29])(=[O:32])=[O:31])=[CH:35][CH:36]=4)[N:7]=3)[CH3:28])=[CH:10][C:11]=2[N:15]=1. Given the reactants [Cl:1][C:2]1[N:7]=[C:6]([N:8]([CH3:28])[C:9]2[CH:27]=[CH:26][C:12]3[N:13]([CH3:25])[C:14]([NH:16][CH2:17][C:18]4[CH:23]=[CH:22][CH:21]=[C:20]([F:24])[CH:19]=4)=[N:15][C:11]=3[CH:10]=2)[CH:5]=[CH:4][N:3]=1.[CH3:29][S:30]([CH2:33][C:34]1[CH:40]=[CH:39][C:37]([NH2:38])=[CH:36][CH:35]=1)(=[O:32])=[O:31], predict the reaction product. (4) Given the reactants [NH2:1][C:2]1[CH:7]=[CH:6][CH:5]=[CH:4][C:3]=1[NH:8][C:9]([C:11]1[S:15][C:14]([N:16]2[CH2:21][CH2:20][NH:19][CH2:18][CH2:17]2)=[N:13][CH:12]=1)=[O:10].[I-].[K+].[CH2:24](Br)[C:25]1[CH:30]=[CH:29][CH:28]=[CH:27][CH:26]=1.C(N(CC)CC)C, predict the reaction product. The product is: [NH2:1][C:2]1[CH:7]=[CH:6][CH:5]=[CH:4][C:3]=1[NH:8][C:9]([C:11]1[S:15][C:14]([N:16]2[CH2:17][CH2:18][N:19]([CH2:24][C:25]3[CH:30]=[CH:29][CH:28]=[CH:27][CH:26]=3)[CH2:20][CH2:21]2)=[N:13][CH:12]=1)=[O:10]. (5) Given the reactants [Cl:1][C:2]1[C:37]([C:38]([F:41])([F:40])[F:39])=[CH:36][CH:35]=[CH:34][C:3]=1[CH2:4][N:5]([CH2:20][CH:21]([C:28]1[CH:33]=[CH:32][CH:31]=[CH:30][CH:29]=1)[C:22]1[CH:27]=[CH:26][CH:25]=[CH:24][CH:23]=1)[CH2:6][CH2:7][CH2:8][O:9][C:10]1[CH:11]=[C:12]([CH2:16][C:17]([OH:19])=[O:18])[CH:13]=[CH:14][CH:15]=1.[CH:42]([N-]C(C)C)(C)[CH3:43].[Li+].ICC, predict the reaction product. The product is: [Cl:1][C:2]1[C:37]([C:38]([F:39])([F:40])[F:41])=[CH:36][CH:35]=[CH:34][C:3]=1[CH2:4][N:5]([CH2:20][CH:21]([C:22]1[CH:27]=[CH:26][CH:25]=[CH:24][CH:23]=1)[C:28]1[CH:29]=[CH:30][CH:31]=[CH:32][CH:33]=1)[CH2:6][CH2:7][CH2:8][O:9][C:10]1[CH:11]=[C:12]([CH:16]([CH2:42][CH3:43])[C:17]([OH:19])=[O:18])[CH:13]=[CH:14][CH:15]=1. (6) Given the reactants [NH2:1][C:2]1[C:7]([O:8][CH2:9][C@@H:10]2[CH2:15][CH2:14][N:13](C(OC(C)(C)C)=O)[CH2:12][C@H:11]2[F:23])=[CH:6][N:5]=[CH:4][N:3]=1.C(O)(C(F)(F)F)=O.CO, predict the reaction product. The product is: [F:23][C@H:11]1[C@H:10]([CH2:9][O:8][C:7]2[C:2]([NH2:1])=[N:3][CH:4]=[N:5][CH:6]=2)[CH2:15][CH2:14][NH:13][CH2:12]1. (7) Given the reactants [NH2:1][C:2]1[CH:3]=[C:4](/[CH:24]=[C:25]2/[C:26]([NH:31][CH3:32])=[N:27][C:28](=[O:30])[S:29]/2)[CH:5]=[CH:6][C:7]=1[O:8][CH2:9][C:10]1[CH:15]=[CH:14][C:13]([C:16]([F:19])([F:18])[F:17])=[CH:12][C:11]=1[C:20]([F:23])([F:22])[F:21].[CH3:33][C:34]([CH3:36])=O.C([BH3-])#N.[Na+], predict the reaction product. The product is: [F:23][C:20]([F:21])([F:22])[C:11]1[CH:12]=[C:13]([C:16]([F:17])([F:18])[F:19])[CH:14]=[CH:15][C:10]=1[CH2:9][O:8][C:7]1[CH:6]=[CH:5][C:4](/[CH:24]=[C:25]2/[C:26]([NH:31][CH3:32])=[N:27][C:28](=[O:30])[S:29]/2)=[CH:3][C:2]=1[NH:1][CH:34]([CH3:36])[CH3:33].